This data is from Full USPTO retrosynthesis dataset with 1.9M reactions from patents (1976-2016). The task is: Predict the reactants needed to synthesize the given product. (1) Given the product [C:19]([C@H:16]1[CH2:17][CH2:18][C@H:13]([O:12][C:11]2[C:2]([C:36]3[CH:35]=[CH:34][C:33]([O:32][C:31]([F:30])([F:42])[F:43])=[CH:38][CH:37]=3)=[C:3]3[C:8](=[CH:9][CH:10]=2)[CH:7]=[C:6]([C@:23]2([CH3:29])[CH2:27][O:26][C:25](=[O:28])[NH:24]2)[CH:5]=[CH:4]3)[CH2:14][CH2:15]1)([CH3:22])([CH3:21])[CH3:20], predict the reactants needed to synthesize it. The reactants are: Br[C:2]1[C:11]([O:12][CH:13]2[CH2:18][CH2:17][CH:16]([C:19]([CH3:22])([CH3:21])[CH3:20])[CH2:15][CH2:14]2)=[CH:10][CH:9]=[C:8]2[C:3]=1[CH:4]=[CH:5][C:6]([C@:23]1([CH3:29])[CH2:27][O:26][C:25](=[O:28])[NH:24]1)=[CH:7]2.[F:30][C:31]([F:43])([F:42])[O:32][C:33]1[CH:38]=[CH:37][C:36](B(O)O)=[CH:35][CH:34]=1.C(=O)([O-])[O-].[Na+].[Na+].COCCOC. (2) Given the product [I:16][C:2]1[CH:7]=[CH:6][N:5]=[C:4]([S:8][CH3:9])[N:3]=1, predict the reactants needed to synthesize it. The reactants are: Cl[C:2]1[CH:7]=[CH:6][N:5]=[C:4]([S:8][CH3:9])[N:3]=1.O.C(=O)(O)[O-].[Na+].[IH:16]. (3) Given the product [CH3:2][C:1]([NH:10][C:47]([C:45]1[S:44][C:43]2[N:39]([C:37]([O:36][CH2:34][CH3:35])=[O:38])[N:40]=[C:41]([NH:50][C:51](=[O:64])[C:52]3[CH:57]=[CH:56][C:55]([N:58]4[CH2:63][CH2:62][O:61][CH2:60][CH2:59]4)=[CH:54][CH:53]=3)[C:42]=2[CH:46]=1)=[O:48])([C:4]1[CH:9]=[CH:8][CH:7]=[CH:6][CH:5]=1)[CH3:3], predict the reactants needed to synthesize it. The reactants are: [C:1]([NH2:10])([C:4]1[CH:9]=[CH:8][CH:7]=[CH:6][CH:5]=1)([CH3:3])[CH3:2].F[B-](F)(F)F.N1(OC(N(C)C)=[N+](C)C)C2C=CC=CC=2N=N1.Cl.[CH2:34]([O:36][C:37]([N:39]1[C:43]2[S:44][C:45]([C:47](O)=[O:48])=[CH:46][C:42]=2[C:41]([NH:50][C:51](=[O:64])[C:52]2[CH:57]=[CH:56][C:55]([N:58]3[CH2:63][CH2:62][O:61][CH2:60][CH2:59]3)=[CH:54][CH:53]=2)=[N:40]1)=[O:38])[CH3:35].CCN(C(C)C)C(C)C. (4) Given the product [Br:21][C:22]1[N:27]=[C:26]2[S:28][C:29]([NH:31][C:18]([C:13]3[CH:12]=[C:11]4[C:16]([CH:17]=[C:9]([C:3]5[C:4]([Cl:8])=[CH:5][CH:6]=[CH:7][C:2]=5[Cl:1])[NH:10]4)=[CH:15][CH:14]=3)=[O:19])=[N:30][C:25]2=[CH:24][CH:23]=1, predict the reactants needed to synthesize it. The reactants are: [Cl:1][C:2]1[CH:7]=[CH:6][CH:5]=[C:4]([Cl:8])[C:3]=1[C:9]1[NH:10][C:11]2[C:16]([CH:17]=1)=[CH:15][CH:14]=[C:13]([C:18](O)=[O:19])[CH:12]=2.[Br:21][C:22]1[N:27]=[C:26]2[S:28][C:29]([NH2:31])=[N:30][C:25]2=[CH:24][CH:23]=1. (5) Given the product [CH3:13][C:14]1[N:15]([C:39]2[CH:40]=[CH:41][C:42]3[O:46][CH:45]([CH3:47])[CH2:44][C:43]=3[CH:48]=2)[C:16](=[O:38])[C:17]([CH2:23][C:24]2[CH:25]=[CH:26][C:27]([C:30]3[CH:35]=[CH:34][CH:33]=[CH:32][C:31]=3[C:36]3[NH:3][C:4](=[O:7])[O:5][N:37]=3)=[CH:28][CH:29]=2)=[C:18]([CH2:20][CH2:21][CH3:22])[N:19]=1, predict the reactants needed to synthesize it. The reactants are: [Cl-].O[NH3+:3].[C:4](=[O:7])([O-])[OH:5].[Na+].CS(C)=O.[CH3:13][C:14]1[N:15]([C:39]2[CH:40]=[CH:41][C:42]3[O:46][CH:45]([CH3:47])[CH2:44][C:43]=3[CH:48]=2)[C:16](=[O:38])[C:17]([CH2:23][C:24]2[CH:29]=[CH:28][C:27]([C:30]3[C:31]([C:36]#[N:37])=[CH:32][CH:33]=[CH:34][CH:35]=3)=[CH:26][CH:25]=2)=[C:18]([CH2:20][CH2:21][CH3:22])[N:19]=1. (6) Given the product [Cl:25][C:26]1[CH:33]=[CH:32][C:29]([CH2:30][NH:31][C:8]([C:7]2[C:2]([OH:1])=[C:3]3[CH:15]=[C:14]([S:16]([N:19]4[CH2:20][CH2:21][O:22][CH2:23][CH2:24]4)(=[O:17])=[O:18])[S:13][C:4]3=[N:5][CH:6]=2)=[O:9])=[CH:28][CH:27]=1, predict the reactants needed to synthesize it. The reactants are: [OH:1][C:2]1[C:7]([C:8](OCC)=[O:9])=[CH:6][N:5]=[C:4]2[S:13][C:14]([S:16]([N:19]3[CH2:24][CH2:23][O:22][CH2:21][CH2:20]3)(=[O:18])=[O:17])=[CH:15][C:3]=12.[Cl:25][C:26]1[CH:33]=[CH:32][C:29]([CH2:30][NH2:31])=[CH:28][CH:27]=1. (7) Given the product [C:18]([NH:9][C@H:8]([C:10]([OH:12])=[O:11])[CH2:7][C:6]1[CH:13]=[CH:14][C:15]([OH:16])=[C:4]([N+:1]([O-:3])=[O:2])[CH:5]=1)([O:20][C:21]([CH3:24])([CH3:23])[CH3:22])=[O:17], predict the reactants needed to synthesize it. The reactants are: [N+:1]([C:4]1[CH:5]=[C:6]([CH:13]=[CH:14][C:15]=1[OH:16])[CH2:7][C@@H:8]([C:10]([OH:12])=[O:11])[NH2:9])([O-:3])=[O:2].[O:17](C(OC(C)(C)C)=O)[C:18]([O:20][C:21]([CH3:24])([CH3:23])[CH3:22])=O.